This data is from HIV replication inhibition screening data with 41,000+ compounds from the AIDS Antiviral Screen. The task is: Binary Classification. Given a drug SMILES string, predict its activity (active/inactive) in a high-throughput screening assay against a specified biological target. (1) The result is 0 (inactive). The molecule is CC(=O)NC1(C)C(C)C2CC1C(C)C2(C)C. (2) The compound is Cc1c2cc(Br)ccc2n[c-](CCl)[n+]1=O. The result is 0 (inactive). (3) The compound is O=C1CC23CC(=O)CC2(C1)c1ccccc1C3=O. The result is 0 (inactive). (4) The compound is CC(=O)N1NC(=N)CC1=O. The result is 0 (inactive). (5) The compound is CC(C)(C)OC(=O)NC(Cc1ccc(O)cn1)C(=O)O. The result is 0 (inactive).